This data is from Peptide-MHC class II binding affinity with 134,281 pairs from IEDB. The task is: Regression. Given a peptide amino acid sequence and an MHC pseudo amino acid sequence, predict their binding affinity value. This is MHC class II binding data. (1) The peptide sequence is IEKVDAAFKVAATAANAAPA. The MHC is DRB1_1302 with pseudo-sequence DRB1_1302. The binding affinity (normalized) is 0.464. (2) The peptide sequence is AVPWYAVAFNAIVAA. The MHC is DRB3_0101 with pseudo-sequence DRB3_0101. The binding affinity (normalized) is 0.315. (3) The peptide sequence is EKKYFAATQFEPPAA. The MHC is HLA-DPA10103-DPB10401 with pseudo-sequence HLA-DPA10103-DPB10401. The binding affinity (normalized) is 0.866. (4) The peptide sequence is CSRTLKNSHQDLWSQ. The MHC is DRB1_0101 with pseudo-sequence DRB1_0101. The binding affinity (normalized) is 0.575. (5) The peptide sequence is PCLFMRTVSHVILHG. The MHC is HLA-DPA10301-DPB10402 with pseudo-sequence HLA-DPA10301-DPB10402. The binding affinity (normalized) is 0.392. (6) The peptide sequence is SWLNLAAHHPLRMVL. The MHC is H-2-IAb with pseudo-sequence H-2-IAb. The binding affinity (normalized) is 0.250. (7) The peptide sequence is YTTEGGTKGEAKDVI. The MHC is DRB1_1501 with pseudo-sequence DRB1_1501. The binding affinity (normalized) is 0.0837. (8) The peptide sequence is TPFSLAEGIVLASAA. The MHC is DRB1_1101 with pseudo-sequence DRB1_1101. The binding affinity (normalized) is 0.548. (9) The peptide sequence is KKDMQSEAQLALTIISL. The MHC is HLA-DQA10103-DQB10603 with pseudo-sequence HLA-DQA10103-DQB10603. The binding affinity (normalized) is 0.190. (10) The peptide sequence is AAATAGTTVYGAFNA. The MHC is HLA-DQA10501-DQB10301 with pseudo-sequence HLA-DQA10501-DQB10301. The binding affinity (normalized) is 0.579.